Predict the product of the given reaction. From a dataset of Forward reaction prediction with 1.9M reactions from USPTO patents (1976-2016). (1) Given the reactants [O:1]=[C:2]1[NH:11][C:10]2[N:9]=[C:8]([O:12][CH2:13][CH2:14][CH2:15][CH:16]=O)[CH:7]=[CH:6][C:5]=2[CH2:4][CH2:3]1.[Cl:18][C:19]1[CH:20]=[CH:21][C:22]([O:31][CH:32]([CH3:34])[CH3:33])=[C:23]([N:25]2[CH2:30][CH2:29][NH:28][CH2:27][CH2:26]2)[CH:24]=1.[BH-](OC(C)=O)(OC(C)=O)OC(C)=O.[Na+], predict the reaction product. The product is: [Cl:18][C:19]1[CH:20]=[CH:21][C:22]([O:31][CH:32]([CH3:34])[CH3:33])=[C:23]([N:25]2[CH2:26][CH2:27][N:28]([CH2:16][CH2:15][CH2:14][CH2:13][O:12][C:8]3[N:9]=[C:10]4[C:5]([CH2:4][CH2:3][C:2](=[O:1])[NH:11]4)=[CH:6][CH:7]=3)[CH2:29][CH2:30]2)[CH:24]=1. (2) The product is: [CH2:40]([O:43][C:44]1[C:55]([O:56][CH3:57])=[C:54]([NH:58][C:19](=[O:21])[C:18]2[CH:22]=[CH:23][C:24]([N+:28]([O-:30])=[O:29])=[C:25]([O:26][CH3:27])[C:17]=2[O:16][CH2:13][CH:14]=[CH2:15])[CH:53]=[CH:52][C:45]=1[C:46]([O:48][CH2:49][CH:50]=[CH2:51])=[O:47])[CH:41]=[CH2:42]. Given the reactants ClC(OC(=O)OC(Cl)(Cl)Cl)(Cl)Cl.[CH2:13]([O:16][C:17]1[C:25]([O:26][CH3:27])=[C:24]([N+:28]([O-:30])=[O:29])[CH:23]=[CH:22][C:18]=1[C:19]([OH:21])=O)[CH:14]=[CH2:15].N1C(C)=CC(C)=CC=1C.[CH2:40]([O:43][C:44]1[C:55]([O:56][CH3:57])=[C:54]([NH2:58])[CH:53]=[CH:52][C:45]=1[C:46]([O:48][CH2:49][CH:50]=[CH2:51])=[O:47])[CH:41]=[CH2:42].CCN(C(C)C)C(C)C, predict the reaction product. (3) Given the reactants [CH:1]1([C:4]2[N:5]=[C:6]([NH:9][C:10]([C:12]3[C:17]([NH2:18])=[CH:16][CH:15]=[C:14]([CH3:19])[N:13]=3)=[O:11])[S:7][CH:8]=2)[CH2:3][CH2:2]1.Br[C:21]1[CH:26]=[C:25]([F:27])[CH:24]=[C:23]([F:28])[CH:22]=1, predict the reaction product. The product is: [CH:1]1([C:4]2[N:5]=[C:6]([NH:9][C:10]([C:12]3[C:17]([NH:18][C:21]4[CH:26]=[C:25]([F:27])[CH:24]=[C:23]([F:28])[CH:22]=4)=[CH:16][CH:15]=[C:14]([CH3:19])[N:13]=3)=[O:11])[S:7][CH:8]=2)[CH2:2][CH2:3]1. (4) Given the reactants O=P(Cl)(Cl)[Cl:3].[CH3:6][O:7][C:8]1[CH:13]=[CH:12][C:11]([C:14]2[N:15]=[C:16](O)[C:17]3[CH:18]=[C:19]([Br:24])[CH:20]=[N:21][C:22]=3[CH:23]=2)=[CH:10][CH:9]=1, predict the reaction product. The product is: [Cl:3][C:16]1[N:15]=[C:14]([C:11]2[CH:12]=[CH:13][C:8]([O:7][CH3:6])=[CH:9][CH:10]=2)[CH:23]=[C:22]2[C:17]=1[CH:18]=[C:19]([Br:24])[CH:20]=[N:21]2. (5) Given the reactants [OH:1][C:2]1[CH:9]=[C:8]([N+:10]([O-:12])=[O:11])[CH:7]=[CH:6][C:3]=1[C:4]#[N:5].C(=O)([O-])[O-].[Cs+].[Cs+].Br[CH2:20][CH2:21][CH2:22][CH2:23][NH:24][C:25](=[O:31])[O:26][C:27]([CH3:30])([CH3:29])[CH3:28], predict the reaction product. The product is: [C:4]([C:3]1[CH:6]=[CH:7][C:8]([N+:10]([O-:12])=[O:11])=[CH:9][C:2]=1[O:1][CH2:20][CH2:21][CH2:22][CH2:23][NH:24][C:25](=[O:31])[O:26][C:27]([CH3:30])([CH3:29])[CH3:28])#[N:5]. (6) Given the reactants [H-].[Na+].Br[CH2:4][C:5]1[C:14]2[C:9](=[CH:10][CH:11]=[CH:12][CH:13]=2)[NH:8][C:7](=[O:15])[CH:6]=1.[N:16]1[CH:21]=[CH:20][C:19]([NH:22][C:23]([C:25]2[O:26][CH:27]=[CH:28][CH:29]=2)=[O:24])=[CH:18][CH:17]=1, predict the reaction product. The product is: [O:15]=[C:7]1[CH:6]=[C:5]([CH2:4][N:22]([C:19]2[CH:20]=[CH:21][N:16]=[CH:17][CH:18]=2)[C:23]([C:25]2[O:26][CH:27]=[CH:28][CH:29]=2)=[O:24])[C:14]2[C:9](=[CH:10][CH:11]=[CH:12][CH:13]=2)[NH:8]1. (7) Given the reactants [CH:1]1[CH:6]=[C:5](Cl)[CH:4]=[C:3]([C:8]([O:10]O)=O)[CH:2]=1.[C:12]([O:15][CH2:16][C@H:17]1[CH2:22][C@@H:21]([O:23][C:24](=[O:26])[CH3:25])[CH2:20][CH2:19][C@:18]1([CH3:51])[C@@H:27]1[C@@H:35]([CH2:36][NH:37][C:38](=[O:43])[C:39]([F:42])([F:41])[F:40])[C@H:34]2[C@@:30](C)([C:31](C3C=CC=CC=3)=[CH:32][CH2:33]2)[CH2:29][CH2:28]1)(=[O:14])[CH3:13], predict the reaction product. The product is: [C:12]([O:15][CH2:16][C@H:17]1[CH2:22][C@@H:21]([O:23][C:24](=[O:26])[CH3:25])[CH2:20][CH2:19][C@:18]1([CH3:51])[C@H:27]1[CH2:28][CH2:29][C@@:30]2([CH3:31])[C@@H:34]([CH2:33][C@H:32]3[O:10][C@:8]32[C:3]2[CH:2]=[CH:1][CH:6]=[CH:5][CH:4]=2)[C@@H:35]1[CH2:36][NH:37][C:38](=[O:43])[C:39]([F:41])([F:40])[F:42])(=[O:14])[CH3:13].